From a dataset of Full USPTO retrosynthesis dataset with 1.9M reactions from patents (1976-2016). Predict the reactants needed to synthesize the given product. (1) Given the product [Cl:12][C:2]1[CH:10]=[CH:9][CH:8]=[CH:7][C:3]=1[C:4]1[N:6]=[C:4]([N:19]2[CH2:20][CH2:21][N:16]([C:13](=[O:15])[CH3:14])[CH2:17][CH2:18]2)[C:3]2[C:2](=[CH:10][CH:9]=[CH:8][C:7]=2[F:11])[N:1]=1, predict the reactants needed to synthesize it. The reactants are: [NH2:1][C:2]1[CH:10]=[CH:9][CH:8]=[C:7]([F:11])[C:3]=1[C:4]([NH2:6])=O.[Cl-:12].[C:13]([N:16]1[CH2:21][CH2:20][NH:19][CH2:18][CH2:17]1)(=[O:15])[CH3:14]. (2) Given the product [C:41]([N:8]([CH2:7][C:6]1[CH:33]=[CH:34][C:3]([O:2][CH3:1])=[CH:4][CH:5]=1)[CH2:9][C:10]([C:13]1[CH:17]=[C:16]([NH:18][C:19](=[O:32])[C:20]([CH3:21])([S:22]([CH:25]2[CH2:30][CH2:29][O:28][CH2:27][CH2:26]2)(=[O:24])=[O:23])[CH3:31])[O:15][N:14]=1)([CH3:12])[CH3:11])(=[O:43])[CH3:42], predict the reactants needed to synthesize it. The reactants are: [CH3:1][O:2][C:3]1[CH:34]=[CH:33][C:6]([CH2:7][NH:8][CH2:9][C:10]([C:13]2[CH:17]=[C:16]([NH:18][C:19](=[O:32])[C:20]([CH3:31])([S:22]([CH:25]3[CH2:30][CH2:29][O:28][CH2:27][CH2:26]3)(=[O:24])=[O:23])[CH3:21])[O:15][N:14]=2)([CH3:12])[CH3:11])=[CH:5][CH:4]=1.N1C=CC=CC=1.[C:41](Cl)(=[O:43])[CH3:42]. (3) Given the product [Cl:1][C:2]1[CH:8]=[C:7]([Cl:9])[CH:6]=[C:4]2[C:3]=1[CH:18]([C:19]1[CH:24]=[CH:23][CH:22]=[CH:21][CH:20]=1)[CH2:17][CH:11]([C:10]([OH:14])=[O:13])[NH:5]2, predict the reactants needed to synthesize it. The reactants are: [Cl:1][C:2]1[CH:3]=[C:4]([CH:6]=[C:7]([Cl:9])[CH:8]=1)[NH2:5].[C:10]([O:14]CC)(=[O:13])[CH:11]=O.[CH2:17]=[CH:18][C:19]1[CH:24]=[CH:23][CH:22]=[CH:21][CH:20]=1.FC(F)(F)C(O)=O.[OH-].[Na+]. (4) Given the product [CH3:1][C:2]1[C:11]2[C:6](=[CH:7][C:8]([O:12][CH2:13][O:14][CH2:15][CH2:16][Si:17]([CH3:20])([CH3:19])[CH3:18])=[CH:9][CH:10]=2)[O:5][C:4](=[O:21])[C:3]=1[CH2:39][O:38][CH2:37][CH2:36][Si:33]([CH3:35])([CH3:34])[CH3:32], predict the reactants needed to synthesize it. The reactants are: [CH3:1][C:2]1[C:11]2[C:6](=[CH:7][C:8]([O:12][CH2:13][O:14][CH2:15][CH2:16][Si:17]([CH3:20])([CH3:19])[CH3:18])=[CH:9][CH:10]=2)[O:5][C:4](=[O:21])[CH:3]=1.[Li+].C[Si]([N-][Si](C)(C)C)(C)C.[CH3:32][Si:33]([CH2:36][CH2:37][O:38][CH2:39]Cl)([CH3:35])[CH3:34]. (5) Given the product [CH2:1]([O:3][C:4](=[O:25])[C:5]([O:8][C:9]1[CH:14]=[CH:13][C:12]([O:15][CH2:16][CH2:17][CH:18]([O:20][C:30]2[CH:29]=[CH:28][C:27]([Br:26])=[CH:32][C:31]=2[C:33](=[O:34])[C:35]2[CH:36]=[CH:37][CH:38]=[CH:39][CH:40]=2)[CH3:19])=[CH:11][CH:10]=1)([CH3:7])[CH3:6])[CH3:2], predict the reactants needed to synthesize it. The reactants are: [CH2:1]([O:3][C:4](=[O:25])[C:5]([O:8][C:9]1[CH:14]=[CH:13][C:12]([O:15][CH2:16][CH2:17][CH:18]([O:20]S(C)(=O)=O)[CH3:19])=[CH:11][CH:10]=1)([CH3:7])[CH3:6])[CH3:2].[Br:26][C:27]1[CH:28]=[CH:29][C:30](O)=[C:31]([C:33]([C:35]2[CH:40]=[CH:39][CH:38]=[CH:37][CH:36]=2)=[O:34])[CH:32]=1.C(=O)([O-])[O-].[Cs+].[Cs+].Cl. (6) The reactants are: Cl[C:2]1[CH:3]=[CH:4][C:5]2[C:6]3[N:7]([CH:13]=[C:14]([C:16]4[N:20]([CH:21]([CH3:23])[CH3:22])[N:19]=[CH:18][N:17]=4)[N:15]=3)[CH2:8][CH2:9][O:10][C:11]=2[N:12]=1.[CH3:24][N:25]1[CH2:30][CH2:29][NH:28][CH2:27][CH2:26]1.C(N(CC)CC)C.CN(C)C(=O)C. Given the product [CH:21]([N:20]1[C:16]([C:14]2[N:15]=[C:6]3[C:5]4[CH:4]=[CH:3][C:2]([N:28]5[CH2:29][CH2:30][N:25]([CH3:24])[CH2:26][CH2:27]5)=[N:12][C:11]=4[O:10][CH2:9][CH2:8][N:7]3[CH:13]=2)=[N:17][CH:18]=[N:19]1)([CH3:23])[CH3:22], predict the reactants needed to synthesize it.